The task is: Predict the reactants needed to synthesize the given product.. This data is from Full USPTO retrosynthesis dataset with 1.9M reactions from patents (1976-2016). (1) Given the product [CH2:14]([N:3]([CH2:1][CH3:2])[C:4]1[N:5]=[CH:6][C:7]([C:8]2[O:10][N:59]=[C:56]([C:54]3[CH:53]=[C:52]([CH3:60])[C:41]([O:42][CH2:43][C@@H:44]([OH:51])[CH2:45][NH:46][C:47](=[O:50])[CH2:48][OH:49])=[C:40]([CH2:38][CH3:39])[CH:55]=3)[N:57]=2)=[CH:11][C:12]=1[CH3:13])[CH3:15], predict the reactants needed to synthesize it. The reactants are: [CH2:1]([N:3]([CH2:14][CH3:15])[C:4]1[C:12]([CH3:13])=[CH:11][C:7]([C:8]([OH:10])=O)=[CH:6][N:5]=1)[CH3:2].C1C=CC2N(O)N=NC=2C=1.CCN=C=NCCCN(C)C.Cl.[CH2:38]([C:40]1[CH:55]=[C:54]([C:56](=[NH:59])[NH:57]O)[CH:53]=[C:52]([CH3:60])[C:41]=1[O:42][CH2:43][C@@H:44]([OH:51])[CH2:45][NH:46][C:47](=[O:50])[CH2:48][OH:49])[CH3:39]. (2) Given the product [ClH:35].[CH2:14]1[C:11]2([CH2:10][CH2:9][NH:8][CH2:34][CH2:33]2)[CH2:12][N:13]1[C@H:15]1[C:23]2[C:18](=[CH:19][C:20]([C:24]3[CH:25]=[CH:26][C:27]([C:30]([NH2:31])=[O:32])=[CH:28][CH:29]=3)=[CH:21][CH:22]=2)[CH2:17][CH2:16]1, predict the reactants needed to synthesize it. The reactants are: C(OC([N:8]1[CH2:34][CH2:33][C:11]2([CH2:14][N:13]([C@H:15]3[C:23]4[C:18](=[CH:19][C:20]([C:24]5[CH:29]=[CH:28][C:27]([C:30](=[O:32])[NH2:31])=[CH:26][CH:25]=5)=[CH:21][CH:22]=4)[CH2:17][CH2:16]3)[CH2:12]2)[CH2:10][CH2:9]1)=O)(C)(C)C.[ClH:35].